From a dataset of Catalyst prediction with 721,799 reactions and 888 catalyst types from USPTO. Predict which catalyst facilitates the given reaction. (1) Reactant: [Cl:1][C:2]1[CH:7]=[CH:6][C:5]([CH:8]([C:10]2[CH:15]=[CH:14][C:13]([Cl:16])=[CH:12][CH:11]=2)O)=[CH:4][CH:3]=1.CN(C)C=O.S(Cl)([Cl:24])=O. Product: [Cl:1][C:2]1[CH:7]=[CH:6][C:5]([CH:8]([Cl:24])[C:10]2[CH:15]=[CH:14][C:13]([Cl:16])=[CH:12][CH:11]=2)=[CH:4][CH:3]=1. The catalyst class is: 4. (2) Reactant: O=[O+][O-].C(=[C:7]1[CH:14]2[CH2:15][CH2:16][CH:8]1[CH:9]1[CH:13]2[C:12](=[O:17])[CH:11]([C:18]2[C:23]([CH3:24])=[CH:22][C:21]([CH3:25])=[CH:20][C:19]=2[CH3:26])[C:10]1=[O:27])(C)C.[O:28]=O.CSC. Product: [OH:17][C:12]1[CH:13]2[CH:9]([CH:8]3[C:7](=[O:28])[CH:14]2[CH2:15][CH2:16]3)[C:10](=[O:27])[C:11]=1[C:18]1[C:23]([CH3:24])=[CH:22][C:21]([CH3:25])=[CH:20][C:19]=1[CH3:26]. The catalyst class is: 138. (3) Reactant: [F:1][C:2]1[CH:7]=[CH:6][CH:5]=[CH:4][C:3]=1[C:8]1[C:9](=[O:15])[O:10][CH:11]([CH3:14])[C:12]=1O.O.[NH2:17][NH2:18].[S:19](Cl)([C:22]1[CH:28]=[CH:27][C:25]([CH3:26])=[CH:24][CH:23]=1)(=[O:21])=[O:20].C(N(CC)CC)C. Product: [F:1][C:2]1[CH:7]=[CH:6][CH:5]=[CH:4][C:3]=1[C:8]1[C:9]([O:15][S:19]([C:22]2[CH:28]=[CH:27][C:25]([CH3:26])=[CH:24][CH:23]=2)(=[O:21])=[O:20])=[N:17][NH:18][C:12]=1[CH:11]([OH:10])[CH3:14]. The catalyst class is: 412. (4) The catalyst class is: 7. Reactant: [H-].[Na+].[CH3:3][CH:4]1[CH2:9][CH2:8][CH2:7][CH:6]([OH:10])[CH2:5]1.[Cl:11][C:12]1[CH:17]=[C:16](Cl)[N:15]=[CH:14][N:13]=1.[Cl-].[NH4+]. Product: [Cl:11][C:12]1[CH:17]=[C:16]([O:10][CH:6]2[CH2:7][CH2:8][CH2:9][CH:4]([CH3:3])[CH2:5]2)[N:15]=[CH:14][N:13]=1. (5) Reactant: Br[C:2]1[S:3][C:4](Br)=[C:5]([Br:13])[C:6]=1[CH2:7][CH2:8][CH2:9][CH2:10][CH2:11][CH3:12].C1COCC1.C([Li])CCC. Product: [Br:13][C:5]1[C:6]([CH2:7][CH2:8][CH2:9][CH2:10][CH2:11][CH3:12])=[CH:2][S:3][CH:4]=1. The catalyst class is: 6. (6) Reactant: Cl[C:2]1[C:7]([N+:8]([O-:10])=[O:9])=[CH:6][CH:5]=[C:4]([Cl:11])[N:3]=1.[Cu][C:13]#[N:14]. The catalyst class is: 37. Product: [Cl:11][C:4]1[N:3]=[C:2]([C:13]#[N:14])[C:7]([N+:8]([O-:10])=[O:9])=[CH:6][CH:5]=1.